Dataset: Full USPTO retrosynthesis dataset with 1.9M reactions from patents (1976-2016). Task: Predict the reactants needed to synthesize the given product. (1) Given the product [F:1][C:2]([F:43])([F:44])[C:3]1[CH:8]=[C:7]([NH:9][C:10](=[O:20])[C:11]2[CH:16]=[CH:15][C:14]([NH2:17])=[CH:13][CH:12]=2)[CH:6]=[CH:5][C:4]=1[C:21]1[CH:26]=[CH:25][C:24]([NH:27][C:28](=[O:38])[C:29]2[CH:34]=[CH:33][C:32]([NH2:35])=[CH:31][CH:30]=2)=[CH:23][C:22]=1[C:39]([F:42])([F:41])[F:40], predict the reactants needed to synthesize it. The reactants are: [F:1][C:2]([F:44])([F:43])[C:3]1[CH:8]=[C:7]([NH:9][C:10](=[O:20])[C:11]2[CH:16]=[CH:15][C:14]([N+:17]([O-])=O)=[CH:13][CH:12]=2)[CH:6]=[CH:5][C:4]=1[C:21]1[CH:26]=[CH:25][C:24]([NH:27][C:28](=[O:38])[C:29]2[CH:34]=[CH:33][C:32]([N+:35]([O-])=O)=[CH:31][CH:30]=2)=[CH:23][C:22]=1[C:39]([F:42])([F:41])[F:40]. (2) Given the product [Cl:8][C:9]1[CH:14]=[N:13][CH:12]=[C:11]([O:7][CH2:6][CH:1]2[CH2:5][CH2:4][CH2:3][CH2:2]2)[N:10]=1, predict the reactants needed to synthesize it. The reactants are: [CH:1]1([CH2:6][OH:7])[CH2:5][CH2:4][CH2:3][CH2:2]1.[Cl:8][C:9]1[CH:14]=[N:13][CH:12]=[C:11](Cl)[N:10]=1. (3) Given the product [O:12]=[C:7]1[CH2:6][CH2:5][C:4]2[C:9](=[CH:10][CH:11]=[C:2]([B:20]([OH:23])[OH:21])[CH:3]=2)[NH:8]1, predict the reactants needed to synthesize it. The reactants are: Br[C:2]1[CH:3]=[C:4]2[C:9](=[CH:10][CH:11]=1)[NH:8][C:7](=[O:12])[CH2:6][CH2:5]2.[H-].[Na+].C([Li])CCC.[B:20](OC)([O:23]C)[O:21]C. (4) Given the product [CH2:1]([N:8]([CH3:15])[CH2:9][CH2:10][O:11][CH2:12][CH2:13][O:14][CH2:19][C:20]([OH:22])=[O:21])[C:2]1[CH:7]=[CH:6][CH:5]=[CH:4][CH:3]=1, predict the reactants needed to synthesize it. The reactants are: [CH2:1]([N:8]([CH3:15])[CH2:9][CH2:10][O:11][CH2:12][CH2:13][OH:14])[C:2]1[CH:7]=[CH:6][CH:5]=[CH:4][CH:3]=1.[OH-].[Na+].Br[CH2:19][C:20]([O:22]C(C)(C)C)=[O:21].CO. (5) Given the product [C:1]([O:5][C:6]([NH:8][C:9]1[C:13]2=[N:14][CH:15]=[C:16]([CH2:18][CH2:19][CH3:20])[CH:17]=[C:12]2[O:11][C:10]=1[C:21]([OH:23])=[O:22])=[O:7])([CH3:2])([CH3:3])[CH3:4], predict the reactants needed to synthesize it. The reactants are: [C:1]([O:5][C:6]([NH:8][C:9]1[C:13]2=[N:14][CH:15]=[C:16]([CH2:18][CH2:19][CH3:20])[CH:17]=[C:12]2[O:11][C:10]=1[C:21]([O:23]CC)=[O:22])=[O:7])([CH3:4])([CH3:3])[CH3:2].[Li+].[OH-].C1COCC1.CO. (6) Given the product [CH3:32][O:33][C:34]1[CH:35]=[C:36]([CH2:40][CH2:41][CH2:42][N:11]([C@H:25]2[CH2:30][CH2:29][C@H:28]([CH3:31])[CH2:27][CH2:26]2)[C:12](=[O:24])[NH:58][C:56]2[S:57][C:53]([S:52][C:49]([CH3:50])([CH3:51])[C:48]([OH:47])=[O:59])=[CH:54][N:55]=2)[CH:37]=[CH:38][CH:39]=1, predict the reactants needed to synthesize it. The reactants are: ClC1C=C(CCC[N:11]([C@H:25]2[CH2:30][CH2:29][C@H:28]([CH3:31])[CH2:27][CH2:26]2)[C:12](=[O:24])NC2SC(SCC(O)=O)=CN=2)C=CC=1.[CH3:32][O:33][C:34]1[CH:35]=[C:36]([CH2:40][CH2:41][C:42](O)=O)[CH:37]=[CH:38][CH:39]=1.C([O:47][C:48](=[O:59])[C:49]([S:52][C:53]1[S:57][C:56]([NH2:58])=[N:55][CH:54]=1)([CH3:51])[CH3:50])C. (7) Given the product [Cl:1][C:2]1[C:3]2[N:4]([C:8]([C:24]3[CH:23]=[CH:22][N:21]=[C:20]([F:19])[CH:25]=3)=[C:9]([C:11]3[CH:16]=[CH:15][C:14]([F:17])=[CH:13][CH:12]=3)[N:10]=2)[CH:5]=[CH:6][CH:7]=1, predict the reactants needed to synthesize it. The reactants are: [Cl:1][C:2]1[C:3]2[N:4]([C:8](I)=[C:9]([C:11]3[CH:16]=[CH:15][C:14]([F:17])=[CH:13][CH:12]=3)[N:10]=2)[CH:5]=[CH:6][CH:7]=1.[F:19][C:20]1[CH:25]=[C:24](B(O)O)[CH:23]=[CH:22][N:21]=1.C(=O)([O-])[O-].[Na+].[Na+].O.